This data is from Full USPTO retrosynthesis dataset with 1.9M reactions from patents (1976-2016). The task is: Predict the reactants needed to synthesize the given product. Given the product [F:1][C:2]1[C:3]([O:11][CH2:12][C:13]2[CH:18]=[CH:17][CH:16]=[CH:15][CH:14]=2)=[C:4]([CH:8]=[CH:9][CH:10]=1)[C:5]([NH2:25])=[O:6], predict the reactants needed to synthesize it. The reactants are: [F:1][C:2]1[C:3]([O:11][CH2:12][C:13]2[CH:18]=[CH:17][CH:16]=[CH:15][CH:14]=2)=[C:4]([CH:8]=[CH:9][CH:10]=1)[C:5](O)=[O:6].ClC(OCC)=O.[NH3:25].